From a dataset of Forward reaction prediction with 1.9M reactions from USPTO patents (1976-2016). Predict the product of the given reaction. (1) Given the reactants [C:1]1(=O)[CH2:5][CH2:4][CH2:3][CH2:2]1.[NH2:7][CH:8]1[CH2:11][N:10]([C:12]([C:14]2[CH:15]=[C:16]([CH:29]=[CH:30][C:31]=2[F:32])[CH2:17][C:18]2[C:27]3[C:22](=[CH:23][CH:24]=[CH:25][CH:26]=3)[C:21](=[O:28])[NH:20][N:19]=2)=[O:13])[CH2:9]1.C(O)(=O)C.C[Si]([C:41]#[N:42])(C)C, predict the reaction product. The product is: [F:32][C:31]1[CH:30]=[CH:29][C:16]([CH2:17][C:18]2[C:27]3[C:22](=[CH:23][CH:24]=[CH:25][CH:26]=3)[C:21](=[O:28])[NH:20][N:19]=2)=[CH:15][C:14]=1[C:12]([N:10]1[CH2:9][CH:8]([NH:7][C:1]2([C:41]#[N:42])[CH2:5][CH2:4][CH2:3][CH2:2]2)[CH2:11]1)=[O:13]. (2) Given the reactants [CH:1]1([CH:7]([NH:19][C:20]2[N:25]=[CH:24][C:23]([C:26]([NH:28][CH2:29][CH2:30][C:31]([O:33]CC)=[O:32])=[O:27])=[CH:22][CH:21]=2)[C:8]2[O:9][C:10]3[CH:17]=[CH:16][C:15]([F:18])=[CH:14][C:11]=3[C:12]=2[CH3:13])[CH2:6][CH2:5][CH2:4][CH2:3][CH2:2]1.O1CCCC1.[OH-].[Na+], predict the reaction product. The product is: [CH:1]1([CH:7]([NH:19][C:20]2[N:25]=[CH:24][C:23]([C:26]([NH:28][CH2:29][CH2:30][C:31]([OH:33])=[O:32])=[O:27])=[CH:22][CH:21]=2)[C:8]2[O:9][C:10]3[CH:17]=[CH:16][C:15]([F:18])=[CH:14][C:11]=3[C:12]=2[CH3:13])[CH2:6][CH2:5][CH2:4][CH2:3][CH2:2]1. (3) Given the reactants [N+:1]([C:4]1[CH:12]=[CH:11][C:7]([C:8]([OH:10])=O)=[CH:6][CH:5]=1)([O-:3])=[O:2].CN(C(ON1N=NC2C=CC=NC1=2)=[N+](C)C)C.F[P-](F)(F)(F)(F)F.CCN(C(C)C)C(C)C.[C:46]([C:49]1[CH:54]=[CH:53][C:52]([CH2:55][CH:56]([NH2:60])[C:57]([OH:59])=[O:58])=[CH:51][C:50]=1[NH2:61])(=[O:48])[CH3:47], predict the reaction product. The product is: [C:46]([C:49]1[CH:54]=[CH:53][C:52]([CH2:55][CH:56]([NH:60][C:8](=[O:10])[C:7]2[CH:6]=[CH:5][C:4]([N+:1]([O-:3])=[O:2])=[CH:12][CH:11]=2)[C:57]([OH:59])=[O:58])=[CH:51][C:50]=1[NH2:61])(=[O:48])[CH3:47]. (4) The product is: [F:11][C:10]1[C:4]2[C:5](=[N:6][CH:7]=[C:2]([B:15]3[O:16][C:17]([CH3:19])([CH3:18])[C:13]([CH3:29])([CH3:12])[O:14]3)[CH:3]=2)[NH:8][CH:9]=1. Given the reactants Br[C:2]1[CH:3]=[C:4]2[C:10]([F:11])=[CH:9][NH:8][C:5]2=[N:6][CH:7]=1.[CH3:12][C:13]1([CH3:29])[C:17]([CH3:19])([CH3:18])[O:16][B:15]([B:15]2[O:16][C:17]([CH3:19])([CH3:18])[C:13]([CH3:29])([CH3:12])[O:14]2)[O:14]1.C([O-])(=O)C.[K+], predict the reaction product. (5) Given the reactants Br[CH:2]([C:4]1[N:9]([C:10]2[CH:15]=[CH:14][C:13]([F:16])=[CH:12][CH:11]=2)[C:8](=[O:17])[CH:7]=[CH:6][N:5]=1)[CH3:3].[CH3:18][NH2:19], predict the reaction product. The product is: [F:16][C:13]1[CH:14]=[CH:15][C:10]([N:9]2[C:8](=[O:17])[CH:7]=[CH:6][N:5]=[C:4]2[CH:2]([NH:19][CH3:18])[CH3:3])=[CH:11][CH:12]=1. (6) Given the reactants [Cl:1][C:2]1[CH:3]=[CH:4][C:5]([CH3:26])=[C:6]([C:8]2[N:13]=[C:12]([NH2:14])[N:11]=[C:10]([NH:15][C:16]3[CH:21]=[CH:20][C:19]([C:22]([F:25])([F:24])[F:23])=[CH:18][CH:17]=3)[CH:9]=2)[CH:7]=1.[C:27]1(=O)[O:32][C:30](=[O:31])[CH2:29][CH2:28]1, predict the reaction product. The product is: [Cl:1][C:2]1[CH:3]=[CH:4][C:5]([CH3:26])=[C:6]([C:8]2[CH:9]=[C:10]([NH:15][C:16]3[CH:17]=[CH:18][C:19]([C:22]([F:23])([F:25])[F:24])=[CH:20][CH:21]=3)[N:11]=[C:12]([N:14]3[C:30](=[O:31])[CH2:29][CH2:28][C:27]3=[O:32])[N:13]=2)[CH:7]=1. (7) The product is: [C:1]([C:3]1[CH:4]=[C:5]([NH:9][CH:14]2[CH2:15][CH2:16][N:11]([CH3:10])[CH2:12][CH2:13]2)[CH:6]=[CH:7][CH:8]=1)#[CH:2]. Given the reactants [C:1]([C:3]1[CH:4]=[C:5]([NH2:9])[CH:6]=[CH:7][CH:8]=1)#[CH:2].[CH3:10][N:11]1[CH2:16][CH2:15][C:14](=O)[CH2:13][CH2:12]1.C(O)(C(F)(F)F)=O.C(O[BH-](OC(=O)C)OC(=O)C)(=O)C.[Na+].[NH4+].[OH-], predict the reaction product. (8) Given the reactants [OH-].[Na+].O1CCCC1.[Cl:8][C:9]1[CH:14]=[C:13]([Cl:15])[CH:12]=[CH:11][C:10]=1[S:16][C:17]1[N:22]=[C:21]([C:23]2[CH:24]=[C:25]([CH:31]=[CH:32][CH:33]=2)[C:26]([O:28]CC)=[O:27])[CH:20]=[CH:19][CH:18]=1.Cl, predict the reaction product. The product is: [Cl:8][C:9]1[CH:14]=[C:13]([Cl:15])[CH:12]=[CH:11][C:10]=1[S:16][C:17]1[N:22]=[C:21]([C:23]2[CH:24]=[C:25]([CH:31]=[CH:32][CH:33]=2)[C:26]([OH:28])=[O:27])[CH:20]=[CH:19][CH:18]=1. (9) Given the reactants Cl[C:2]1[CH:10]=[CH:9][C:5]([C:6]([OH:8])=O)=[CH:4]C=1.[NH2:11][C:12]1[CH:17]=[CH:16][C:15]([C:18]2[C:19]([NH2:32])=[N:20][C:21]([NH2:31])=[N:22][C:23]=2[CH2:24][O:25][CH2:26][CH2:27][CH:28]([CH3:30])[CH3:29])=[CH:14][CH:13]=1.NC1C=CC(C2C(N)=NC(N)=NC=2COCC2C=CC=CC=2)=CC=1, predict the reaction product. The product is: [NH2:31][C:21]1[N:20]=[C:19]([NH2:32])[C:18]([C:15]2[CH:14]=[CH:13][C:12]([NH:11][C:6]([CH:5]3[CH2:4][CH2:2][CH2:10][CH2:9]3)=[O:8])=[CH:17][CH:16]=2)=[C:23]([CH2:24][O:25][CH2:26][CH2:27][CH:28]([CH3:29])[CH3:30])[N:22]=1. (10) Given the reactants C[O:2][C:3](=[O:36])[C:4]1[CH:9]=[CH:8][CH:7]=[CH:6][C:5]=1[NH:10][C:11]1[N:15]([C:16]2[CH:21]=[CH:20][C:19]([F:22])=[CH:18][C:17]=2[F:23])[N:14]=[C:13]([CH3:24])[C:12]=1[C:25]1[CH:26]=[C:27]2[C:32](=[C:33]([F:35])[CH:34]=1)[N:31]=[CH:30][CH:29]=[N:28]2.[OH-].[Na+].Cl, predict the reaction product. The product is: [F:23][C:17]1[CH:18]=[C:19]([F:22])[CH:20]=[CH:21][C:16]=1[N:15]1[C:11]([NH:10][C:5]2[CH:6]=[CH:7][CH:8]=[CH:9][C:4]=2[C:3]([OH:36])=[O:2])=[C:12]([C:25]2[CH:26]=[C:27]3[C:32](=[C:33]([F:35])[CH:34]=2)[N:31]=[CH:30][CH:29]=[N:28]3)[C:13]([CH3:24])=[N:14]1.